From a dataset of Reaction yield outcomes from USPTO patents with 853,638 reactions. Predict the reaction yield, written as a fraction of the theoretical maximum amount of product (1.0 means a 100% yield; for example, 0.34 means a 34% yield). (1) The catalyst is C(Cl)Cl. The yield is 0.240. The reactants are [CH:1]1([CH2:6][C@H:7]([N:11]2[CH2:19][C:18]3[C:13](=[CH:14][CH:15]=[CH:16][CH:17]=3)[C:12]2=[O:20])[C:8]([OH:10])=O)[CH2:5][CH2:4][CH2:3][CH2:2]1.[NH2:21][C:22]1[CH:26]=[CH:25][N:24]([CH2:27][CH2:28][CH2:29][OH:30])[N:23]=1.F[P-](F)(F)(F)(F)F.N1(O[P+](N(C)C)(N(C)C)N(C)C)C2C=CC=CC=2N=N1.C(N(CC)C(C)C)(C)C. The product is [CH:1]1([CH2:6][C@H:7]([N:11]2[CH2:19][C:18]3[C:13](=[CH:14][CH:15]=[CH:16][CH:17]=3)[C:12]2=[O:20])[C:8]([NH:21][C:22]2[CH:26]=[CH:25][N:24]([CH2:27][CH2:28][CH2:29][OH:30])[N:23]=2)=[O:10])[CH2:2][CH2:3][CH2:4][CH2:5]1. (2) The reactants are [C:1]([O:5][C:6]([N:8]1[CH2:13][CH2:12][CH:11]([NH:14][C:15](=[O:21])[CH2:16][C:17]([O:19][CH3:20])=[O:18])[CH:10]([C:22]([O:24]C)=O)[CH2:9]1)=[O:7])([CH3:4])([CH3:3])[CH3:2].C[O-].[Na+].CO.N#N. The catalyst is C1COCC1. The product is [C:1]([O:5][C:6]([N:8]1[CH2:13][CH2:12][CH:11]2[CH:10]([C:22]([OH:24])=[C:16]([C:17]([O:19][CH3:20])=[O:18])[C:15](=[O:21])[NH:14]2)[CH2:9]1)=[O:7])([CH3:3])([CH3:4])[CH3:2]. The yield is 0.520. (3) The reactants are [C:1]([O:5][C:6]([N:8]1[CH2:13][CH:12]=[C:11]([C:14]2[CH:19]=[CH:18][CH:17]=[C:16]([N:20]3[CH2:25][CH2:24][N:23]4[N:26]=[C:27]([CH2:29][O:30][C:31]5[CH:36]=[CH:35][CH:34]=[CH:33][CH:32]=5)[CH:28]=[C:22]4[C:21]3=[O:37])[N:15]=2)[CH2:10][CH2:9]1)=[O:7])([CH3:4])([CH3:3])[CH3:2].C([O-])=O.[NH4+]. The catalyst is [Pd].CO. The product is [C:1]([O:5][C:6]([N:8]1[CH2:13][CH2:12][CH:11]([C:14]2[CH:19]=[CH:18][CH:17]=[C:16]([N:20]3[CH2:25][CH2:24][N:23]4[N:26]=[C:27]([CH2:29][O:30][C:31]5[CH:36]=[CH:35][CH:34]=[CH:33][CH:32]=5)[CH:28]=[C:22]4[C:21]3=[O:37])[N:15]=2)[CH2:10][CH2:9]1)=[O:7])([CH3:4])([CH3:2])[CH3:3]. The yield is 0.860. (4) The reactants are Cl.[NH2:2][C:3]([NH2:5])=[NH:4].[F:6][C:7]1[CH:26]=[CH:25][C:10]([C:11]([NH:13][CH:14]([C:20](OCC)=[O:21])[C:15](OCC)=[O:16])=[O:12])=[CH:9][CH:8]=1.[Na]. The catalyst is C(O)C. The product is [NH2:4][C:3]1[N:5]=[C:15]([OH:16])[C:14]([NH:13][C:11](=[O:12])[C:10]2[CH:25]=[CH:26][C:7]([F:6])=[CH:8][CH:9]=2)=[C:20]([OH:21])[N:2]=1. The yield is 0.530.